From a dataset of Full USPTO retrosynthesis dataset with 1.9M reactions from patents (1976-2016). Predict the reactants needed to synthesize the given product. (1) Given the product [CH2:57]([N:59]([CH2:60][CH3:61])[C:6]([C:7]1[O:8][C:9]([CH:13]([NH:14][C:15]([C:17]2[CH:21]=[C:20]([NH:22][C:23](=[O:33])[C:24]3[CH:29]=[C:28]([F:30])[C:27]([F:31])=[CH:26][C:25]=3[Cl:32])[NH:19][N:18]=2)=[O:16])[CH2:45][O:65][CH3:62])=[C:10]([CH3:12])[N:11]=1)=[O:5])[CH3:58], predict the reactants needed to synthesize it. The reactants are: C(C[O:5][CH2:6][C:7]1[O:8][C:9]([CH2:13][NH:14][C:15]([C:17]2[CH:21]=[C:20]([NH:22][C:23](=[O:33])[C:24]3[CH:29]=[C:28]([F:30])[C:27]([F:31])=[CH:26][C:25]=3[Cl:32])[NH:19][N:18]=2)=[O:16])=[C:10]([CH3:12])[N:11]=1)(O)=O.O.ON1C2C=CC=CC=2N=N1.[CH3:45]CN=C=NCCCN(C)C.Cl.[CH2:57]([NH:59][CH2:60][CH3:61])[CH3:58].[C:62](=[O:65])([O-])O.[Na+]. (2) Given the product [N+:8]([C:5]1[N:6]=[CH:7][C:2]([N:11]2[CH2:16][CH2:15][CH2:14][CH2:13][CH2:12]2)=[CH:3][CH:4]=1)([O-:10])=[O:9], predict the reactants needed to synthesize it. The reactants are: Br[C:2]1[CH:3]=[CH:4][C:5]([N+:8]([O-:10])=[O:9])=[N:6][CH:7]=1.[NH:11]1[CH2:16][CH2:15][CH2:14][CH2:13][CH2:12]1.C(=O)([O-])[O-].[K+].[K+]. (3) Given the product [CH3:11][C:10]1[C:3]2[C:2](=[CH:7][C:6]([CH3:8])=[N:5][C:4]=2[CH3:9])[NH:1][C:47](=[O:46])[CH:48]=1, predict the reactants needed to synthesize it. The reactants are: [NH2:1][C:2]1[CH:7]=[C:6]([CH3:8])[N:5]=[C:4]([CH3:9])[C:3]=1[C:10](=O)[CH3:11].C(C=P(C1C=CC=CC=1)(C1C=CC=CC=1)C1C=CC=CC=1)(OCC)=O.C1(C)C(C)=CC=CC=1.[O-:46][CH2:47][CH3:48].[Na+]. (4) Given the product [CH:2]1([CH2:5][NH:6][C:7]([C:9]2[N:10]=[C:11]([C:18]([F:19])([F:20])[F:21])[N:12]3[CH2:17][CH2:16][NH:15][CH2:14][C:13]=23)=[O:8])[CH2:4][CH2:3]1, predict the reactants needed to synthesize it. The reactants are: Cl.[CH:2]1([CH2:5][NH:6][C:7]([C:9]2[N:10]=[C:11]([C:18]([F:21])([F:20])[F:19])[N:12]3[CH2:17][CH2:16][NH:15][CH2:14][C:13]=23)=[O:8])[CH2:4][CH2:3]1.C(=O)([O-])[O-].[K+].[K+].